Dataset: Peptide-MHC class II binding affinity with 134,281 pairs from IEDB. Task: Regression. Given a peptide amino acid sequence and an MHC pseudo amino acid sequence, predict their binding affinity value. This is MHC class II binding data. The peptide sequence is RIDTPDKLTGPFTVR. The MHC is HLA-DQA10501-DQB10201 with pseudo-sequence HLA-DQA10501-DQB10201. The binding affinity (normalized) is 0.124.